This data is from Forward reaction prediction with 1.9M reactions from USPTO patents (1976-2016). The task is: Predict the product of the given reaction. (1) Given the reactants [Cl:1][C:2]1[C:11]([CH:12]([C:14]2[N:18]3[N:19]=[C:20]([C:23]4[CH:24]=[N:25][N:26]([CH:28]5[CH2:33][CH2:32][NH:31][CH2:30][CH2:29]5)[CH:27]=4)[CH:21]=[CH:22][C:17]3=[N:16][CH:15]=2)[CH3:13])=[CH:10][CH:9]=[C:8]2[C:3]=1[CH:4]=[CH:5][CH:6]=[N:7]2.C=O.[C:36]([BH3-])#N.[Na+].C(O)(=O)C, predict the reaction product. The product is: [Cl:1][C:2]1[C:11]([CH:12]([C:14]2[N:18]3[N:19]=[C:20]([C:23]4[CH:24]=[N:25][N:26]([CH:28]5[CH2:29][CH2:30][N:31]([CH3:36])[CH2:32][CH2:33]5)[CH:27]=4)[CH:21]=[CH:22][C:17]3=[N:16][CH:15]=2)[CH3:13])=[CH:10][CH:9]=[C:8]2[C:3]=1[CH:4]=[CH:5][CH:6]=[N:7]2. (2) The product is: [ClH:17].[Br:1][C:2]1[CH:3]=[C:4]([CH:7]=[C:8]([Br:11])[C:9]=1[OH:10])[CH:5]=[N:16][NH:15][C:12]([NH2:14])=[NH:13]. Given the reactants [Br:1][C:2]1[CH:3]=[C:4]([CH:7]=[C:8]([Br:11])[C:9]=1[OH:10])[CH:5]=O.[C:12]([NH:15][NH2:16])([NH2:14])=[NH:13].[ClH:17], predict the reaction product.